This data is from Full USPTO retrosynthesis dataset with 1.9M reactions from patents (1976-2016). The task is: Predict the reactants needed to synthesize the given product. (1) Given the product [CH:1]1([CH:4]([C:18]2[CH:23]=[CH:22][CH:21]=[CH:20][CH:19]=2)[NH:5][C:6]([C:8]2[CH:9]=[C:10]3[C:14](=[CH:15][CH:16]=2)[NH:13][N:12]=[C:11]3[C:35]2[CH:36]=[CH:37][C:32]([O:31][CH:28]3[CH2:27][CH2:26][N:25]([CH3:24])[CH2:30][CH2:29]3)=[CH:33][CH:34]=2)=[O:7])[CH2:3][CH2:2]1, predict the reactants needed to synthesize it. The reactants are: [CH:1]1([CH:4]([C:18]2[CH:23]=[CH:22][CH:21]=[CH:20][CH:19]=2)[NH:5][C:6]([C:8]2[CH:9]=[C:10]3[C:14](=[CH:15][CH:16]=2)[NH:13][N:12]=[C:11]3I)=[O:7])[CH2:3][CH2:2]1.[CH3:24][N:25]1[CH2:30][CH2:29][CH:28]([O:31][C:32]2[CH:37]=[CH:36][C:35](B3OC(C)(C)C(C)(C)O3)=[CH:34][CH:33]=2)[CH2:27][CH2:26]1.C([O-])([O-])=O.[Na+].[Na+]. (2) Given the product [C:1]1([C:40]2[CH:45]=[CH:44][CH:43]=[CH:42][CH:41]=2)[CH:6]=[CH:5][C:4]([N:7]([C:33]2[CH:38]=[CH:37][C:36]([B:46]3[O:50][C:49]([CH3:52])([CH3:51])[C:48]([CH3:54])([CH3:53])[O:47]3)=[CH:35][CH:34]=2)[C:8]2[CH:20]=[CH:19][C:18]3[C:17]4[C:12](=[CH:13][CH:14]=[CH:15][CH:16]=4)[C:11]4([C:32]5[CH:31]=[CH:30][CH:29]=[CH:28][C:27]=5[C:26]5[C:21]4=[CH:22][CH:23]=[CH:24][CH:25]=5)[C:10]=3[CH:9]=2)=[CH:3][CH:2]=1, predict the reactants needed to synthesize it. The reactants are: [C:1]1([C:40]2[CH:45]=[CH:44][CH:43]=[CH:42][CH:41]=2)[CH:6]=[CH:5][C:4]([N:7]([C:33]2[CH:38]=[CH:37][C:36](Br)=[CH:35][CH:34]=2)[C:8]2[CH:20]=[CH:19][C:18]3[C:17]4[C:12](=[CH:13][CH:14]=[CH:15][CH:16]=4)[C:11]4([C:32]5[CH:31]=[CH:30][CH:29]=[CH:28][C:27]=5[C:26]5[C:21]4=[CH:22][CH:23]=[CH:24][CH:25]=5)[C:10]=3[CH:9]=2)=[CH:3][CH:2]=1.[B:46]1([B:46]2[O:50][C:49]([CH3:52])([CH3:51])[C:48]([CH3:54])([CH3:53])[O:47]2)[O:50][C:49]([CH3:52])([CH3:51])[C:48]([CH3:54])([CH3:53])[O:47]1.C([O-])(=O)C.[K+]. (3) Given the product [CH2:1]([O:3][C:4](=[O:25])/[C:5](=[CH:10]/[C:11]1[CH:16]=[CH:15][C:14]([N:17]2[CH:21]=[C:20]([CH3:22])[N:19]=[CH:18]2)=[C:13]([O:23][CH3:24])[CH:12]=1)/[CH2:6][CH2:7][CH2:8][NH:40][CH:38]([C:34]1[CH:35]=[CH:36][CH:37]=[C:32]([N:26]2[CH2:31][CH2:30][O:29][CH2:28][CH2:27]2)[CH:33]=1)[CH3:39])[CH3:2], predict the reactants needed to synthesize it. The reactants are: [CH2:1]([O:3][C:4](=[O:25])/[C:5](=[CH:10]/[C:11]1[CH:16]=[CH:15][C:14]([N:17]2[CH:21]=[C:20]([CH3:22])[N:19]=[CH:18]2)=[C:13]([O:23][CH3:24])[CH:12]=1)/[CH2:6][CH2:7][CH:8]=O)[CH3:2].[N:26]1([C:32]2[CH:33]=[C:34]([CH:38]([NH2:40])[CH3:39])[CH:35]=[CH:36][CH:37]=2)[CH2:31][CH2:30][O:29][CH2:28][CH2:27]1.C(O[BH-](OC(=O)C)OC(=O)C)(=O)C.[Na+].O.C(=O)(O)[O-].[Na+]. (4) Given the product [OH:38][C:37]([CH3:39])([CH3:36])[CH:10]([C:11]1[CH:12]=[CH:13][C:14]([CH2:17][CH2:18][N:19]2[CH2:20][CH2:21][O:22][CH2:23][CH2:24]2)=[CH:15][CH:16]=1)[S:7]([NH2:6])(=[O:8])=[O:9], predict the reactants needed to synthesize it. The reactants are: COC1C=C(OC)C=CC=1C[NH:6][S:7]([CH2:10][C:11]1[CH:16]=[CH:15][C:14]([CH2:17][CH2:18][N:19]2[CH2:24][CH2:23][O:22][CH2:21][CH2:20]2)=[CH:13][CH:12]=1)(=[O:9])=[O:8].C([Li])CCC.[CH3:36][C:37]([CH3:39])=[O:38].FC(F)(F)C(O)=O. (5) Given the product [CH3:8][C:9]([CH3:4])([C:13](=[O:15])[CH3:14])[C:10](=[O:12])[CH3:11], predict the reactants needed to synthesize it. The reactants are: [H-].[Na+].O1CCC[CH2:4]1.[CH3:8][CH:9]([C:13](=[O:15])[CH3:14])[C:10](=[O:12])[CH3:11].IC. (6) The reactants are: CS(O[CH2:6][CH2:7][CH2:8][N:9]1[C:17](=[O:18])[C:16]2[N:15](CC=C)[C:14]([Cl:22])=[N:13][C:12]=2[N:11]([CH2:23][CH2:24][CH2:25][CH3:26])[C:10]1=[O:27])(=O)=O.C(=O)([O-])[O-].[K+].[K+].[CH2:34]([N:41]1[CH2:46][CH2:45][NH:44][CH2:43][CH2:42]1)[C:35]1[CH:40]=[CH:39][CH:38]=[CH:37][CH:36]=1.N1CCOCC1. Given the product [CH2:23]([N:11]1[C:12]2[N:13]=[C:14]([Cl:22])[NH:15][C:16]=2[C:17](=[O:18])[N:9]([CH2:8][CH2:7][CH2:6][N:44]2[CH2:45][CH2:46][N:41]([CH2:34][C:35]3[CH:36]=[CH:37][CH:38]=[CH:39][CH:40]=3)[CH2:42][CH2:43]2)[C:10]1=[O:27])[CH2:24][CH2:25][CH3:26], predict the reactants needed to synthesize it.